From a dataset of CYP2C19 inhibition data for predicting drug metabolism from PubChem BioAssay. Regression/Classification. Given a drug SMILES string, predict its absorption, distribution, metabolism, or excretion properties. Task type varies by dataset: regression for continuous measurements (e.g., permeability, clearance, half-life) or binary classification for categorical outcomes (e.g., BBB penetration, CYP inhibition). Dataset: cyp2c19_veith. (1) The drug is COc1cc(/C=C/C(=O)Nc2cc(C(F)(F)F)ccc2Cl)cc(OC)c1OC. The result is 1 (inhibitor). (2) The molecule is COC(=O)[C@H]1C[C@@H]1[C@H](NS(=O)(=O)c1ccc2ccccc2c1)c1ccccc1. The result is 1 (inhibitor). (3) The drug is O=C(NC1CCCCC1)c1ccc(COCC(F)(F)F)o1. The result is 1 (inhibitor). (4) The drug is Cc1c(-c2c(C#N)c(N)nc3c2CCCCCC3)cnn1C. The result is 1 (inhibitor).